From a dataset of Full USPTO retrosynthesis dataset with 1.9M reactions from patents (1976-2016). Predict the reactants needed to synthesize the given product. Given the product [C:44]([O:43][C:42]([NH:41][C@H:36]1[CH2:37][CH2:38][CH2:39][CH2:40][C@H:35]1[NH:34][C:24]1[N:29]=[C:28]([NH:1][C:2]2[CH:3]=[C:4]([N:8]3[N:12]=[CH:11][CH:10]=[N+:9]3[O-:13])[CH:5]=[CH:6][CH:7]=2)[C:27]([C:31](=[O:32])[NH2:33])=[CH:26][N:25]=1)=[O:48])([CH3:47])([CH3:45])[CH3:46], predict the reactants needed to synthesize it. The reactants are: [NH2:1][C:2]1[CH:3]=[C:4]([N:8]2[N:12]=[CH:11][CH:10]=[N+:9]2[O-:13])[CH:5]=[CH:6][CH:7]=1.CCN(C(C)C)C(C)C.Cl[C:24]1[N:29]=[C:28](Cl)[C:27]([C:31]([NH2:33])=[O:32])=[CH:26][N:25]=1.[NH2:34][C@@H:35]1[CH2:40][CH2:39][CH2:38][CH2:37][C@@H:36]1[NH:41][C:42](=[O:48])[O:43][C:44]([CH3:47])([CH3:46])[CH3:45].